From a dataset of NCI-60 drug combinations with 297,098 pairs across 59 cell lines. Regression. Given two drug SMILES strings and cell line genomic features, predict the synergy score measuring deviation from expected non-interaction effect. (1) Drug 1: CN(CCCl)CCCl.Cl. Drug 2: CCN(CC)CCCC(C)NC1=C2C=C(C=CC2=NC3=C1C=CC(=C3)Cl)OC. Cell line: PC-3. Synergy scores: CSS=11.4, Synergy_ZIP=-4.12, Synergy_Bliss=-0.0219, Synergy_Loewe=-2.62, Synergy_HSA=0.0598. (2) Drug 1: CCN(CC)CCCC(C)NC1=C2C=C(C=CC2=NC3=C1C=CC(=C3)Cl)OC. Drug 2: C1CCC(C(C1)N)N.C(=O)(C(=O)[O-])[O-].[Pt+4]. Cell line: HOP-92. Synergy scores: CSS=28.7, Synergy_ZIP=-9.73, Synergy_Bliss=-3.23, Synergy_Loewe=-9.38, Synergy_HSA=0.872.